This data is from NCI-60 drug combinations with 297,098 pairs across 59 cell lines. The task is: Regression. Given two drug SMILES strings and cell line genomic features, predict the synergy score measuring deviation from expected non-interaction effect. (1) Drug 1: CC(C1=C(C=CC(=C1Cl)F)Cl)OC2=C(N=CC(=C2)C3=CN(N=C3)C4CCNCC4)N. Drug 2: CC1=C(C(=CC=C1)Cl)NC(=O)C2=CN=C(S2)NC3=CC(=NC(=N3)C)N4CCN(CC4)CCO. Cell line: MDA-MB-435. Synergy scores: CSS=10.4, Synergy_ZIP=-2.20, Synergy_Bliss=1.35, Synergy_Loewe=-2.82, Synergy_HSA=-2.82. (2) Drug 1: COC1=CC(=CC(=C1O)OC)C2C3C(COC3=O)C(C4=CC5=C(C=C24)OCO5)OC6C(C(C7C(O6)COC(O7)C8=CC=CS8)O)O. Cell line: SN12C. Synergy scores: CSS=36.3, Synergy_ZIP=-6.91, Synergy_Bliss=-1.73, Synergy_Loewe=-13.8, Synergy_HSA=-1.51. Drug 2: CC(C)CN1C=NC2=C1C3=CC=CC=C3N=C2N.